Dataset: Reaction yield outcomes from USPTO patents with 853,638 reactions. Task: Predict the reaction yield, written as a fraction of the theoretical maximum amount of product (1.0 means a 100% yield; for example, 0.34 means a 34% yield). (1) The reactants are OC1C=CC(C2C3C=C(N(C)C)C=CC=3S(=O)(=O)CCC2)=CC=1.[O:24]=[S:25](=[O:37])([CH3:36])[O:26][CH2:27][CH2:28][CH2:29][CH2:30]OS(=O)(C)=O.C(=O)([O-])[O-].[K+].[K+]. The catalyst is CC(C)=O. The product is [S:25]([O:26][CH2:27][CH2:28][CH2:29][CH3:30])(=[O:37])(=[O:24])[CH3:36]. The yield is 0.770. (2) The reactants are [CH:1]([O:4][C:5]1[CH:10]=[CH:9][CH:8]=[CH:7][C:6]=1[N:11]1[C:20](=[O:21])[C:19]2[C:14](=[CH:15][CH:16]=[CH:17][CH:18]=2)[N:13]=[C:12]1[CH2:22][N:23]1[CH2:28][CH2:27][NH:26][CH2:25][CH2:24]1)([CH3:3])[CH3:2].[Cl-:29]. No catalyst specified. The product is [Cl:29][C:16]1[CH:15]=[CH:14][C:19]([C:20]([N:26]2[CH2:25][CH2:24][N:23]([CH2:22][C:12]3[N:11]([C:6]4[CH:7]=[CH:8][CH:9]=[CH:10][C:5]=4[O:4][CH:1]([CH3:3])[CH3:2])[C:20](=[O:21])[C:19]4[C:14](=[CH:15][CH:16]=[CH:17][CH:18]=4)[N:13]=3)[CH2:28][CH2:27]2)=[O:21])=[CH:18][CH:17]=1. The yield is 0.820. (3) The reactants are [Br:1][C:2]1[CH:9]=[CH:8][C:5]([CH:6]=O)=[C:4]([Cl:10])[CH:3]=1.[NH:11]1[CH2:16][CH2:15][CH2:14][CH2:13][CH2:12]1.C(O[BH-](OC(=O)C)OC(=O)C)(=O)C.[Na+]. The catalyst is C(Cl)Cl. The product is [Br:1][C:2]1[CH:9]=[CH:8][C:5]([CH2:6][N:11]2[CH2:16][CH2:15][CH2:14][CH2:13][CH2:12]2)=[C:4]([Cl:10])[CH:3]=1. The yield is 0.870. (4) The reactants are Cl[C:2]1[C:6]2[CH:7]=[CH:8][CH:9]=[CH:10][C:5]=2[S:4](=[O:12])(=[O:11])[N:3]=1.[CH3:13][C:14]1[CH:18]=[C:17]([CH2:19][OH:20])[S:16][N:15]=1.C(N(CC)CC)C.O. The catalyst is C(#N)C. The product is [CH3:13][C:14]1[CH:18]=[C:17]([CH2:19][O:20][C:2]2[C:6]3[CH:7]=[CH:8][CH:9]=[CH:10][C:5]=3[S:4](=[O:12])(=[O:11])[N:3]=2)[S:16][N:15]=1. The yield is 0.260. (5) The product is [Cl:1][C:2]1[N:3]([CH2:10][C@:11]([OH:12])([CH3:14])[CH2:13][N:15]2[CH2:20][CH2:19][CH:18]([N:21]([CH2:29][CH2:30][C:31]3[CH:32]=[CH:33][C:34]([C:37]([F:38])([F:39])[F:40])=[CH:35][CH:36]=3)[C:22](=[O:28])[O:23][C:24]([CH3:26])([CH3:27])[CH3:25])[CH2:17][CH2:16]2)[CH:4]=[C:5]([N+:7]([O-:9])=[O:8])[N:6]=1. The reactants are [Cl:1][C:2]1[N:3]([CH2:10][C@:11]2([CH3:14])[CH2:13][O:12]2)[CH:4]=[C:5]([N+:7]([O-:9])=[O:8])[N:6]=1.[NH:15]1[CH2:20][CH2:19][CH:18]([N:21]([CH2:29][CH2:30][C:31]2[CH:36]=[CH:35][C:34]([C:37]([F:40])([F:39])[F:38])=[CH:33][CH:32]=2)[C:22](=[O:28])[O:23][C:24]([CH3:27])([CH3:26])[CH3:25])[CH2:17][CH2:16]1. No catalyst specified. The yield is 0.700. (6) The yield is 0.909. The product is [Cl:29][C:14]1[CH:15]=[C:16]2[C:21](=[C:22]([Cl:23])[C:13]=1[O:12][C:11]1[CH:30]=[CH:31][C:8]([C:6]([OH:7])=[O:5])=[CH:9][CH:10]=1)[O:20][CH2:19][CH2:18][CH:17]2[C:24]([O:26][CH2:27][CH3:28])=[O:25]. The catalyst is C(Cl)Cl. The reactants are C([O:5][C:6]([C:8]1[CH:31]=[CH:30][C:11]([O:12][C:13]2[C:22]([Cl:23])=[C:21]3[C:16]([CH:17]([C:24]([O:26][CH2:27][CH3:28])=[O:25])[CH2:18][CH2:19][O:20]3)=[CH:15][C:14]=2[Cl:29])=[CH:10][CH:9]=1)=[O:7])(C)(C)C.FC(F)(F)C(O)=O.